Dataset: Catalyst prediction with 721,799 reactions and 888 catalyst types from USPTO. Task: Predict which catalyst facilitates the given reaction. (1) Reactant: C([O-])([O-])=O.[Ca+2].Cl.[Cl:7][C:8]1[CH:9]=[CH:10][C:11]([CH:19]([CH3:21])[CH3:20])=[C:12]([CH:18]=1)[CH2:13][NH:14][CH:15]1[CH2:17][CH2:16]1.[F:22][CH:23]([F:33])[C:24]1[C:28]([CH:29]=[O:30])=[C:27]([F:31])[N:26]([CH3:32])[N:25]=1.S(=O)(O)[O-].[Na+]. Product: [Cl:7][C:8]1[CH:9]=[CH:10][C:11]([CH:19]([CH3:21])[CH3:20])=[C:12]([CH:18]=1)[CH2:13][N:14]([CH:15]1[CH2:17][CH2:16]1)[C:29]([C:28]1[C:24]([CH:23]([F:33])[F:22])=[N:25][N:26]([CH3:32])[C:27]=1[F:31])=[O:30]. The catalyst class is: 10. (2) Reactant: [CH:1]1([NH:4][C:5]([C:7]2[CH:11]=[CH:10][NH:9][CH:8]=2)=[O:6])[CH2:3][CH2:2]1.[H-].[Na+].[CH3:14][C:15]([C:19]1[N:23]([CH2:24][CH:25]2[CH2:30][CH2:29][O:28][CH2:27][CH2:26]2)[C:22]2[CH:31]=[CH:32][C:33]([S:35](Cl)(=[O:37])=[O:36])=[CH:34][C:21]=2[N:20]=1)([CH3:18])[CH2:16][CH3:17]. Product: [CH:1]1([NH:4][C:5]([C:7]2[CH:11]=[CH:10][N:9]([S:35]([C:33]3[CH:32]=[CH:31][C:22]4[N:23]([CH2:24][CH:25]5[CH2:26][CH2:27][O:28][CH2:29][CH2:30]5)[C:19]([C:15]([CH3:18])([CH3:14])[CH2:16][CH3:17])=[N:20][C:21]=4[CH:34]=3)(=[O:37])=[O:36])[CH:8]=2)=[O:6])[CH2:3][CH2:2]1. The catalyst class is: 1. (3) Reactant: [C:1]([NH:4][C:5]1[CH:6]=[C:7]2[C:11](=[CH:12][CH:13]=1)[N:10]([C:14]([O:16][C:17]([CH3:20])([CH3:19])[CH3:18])=[O:15])[C:9]([C:21]([O:23][CH2:24][CH3:25])=[O:22])=[CH:8]2)(=[O:3])[CH3:2].[H-].[Na+].[CH3:28]I. Product: [C:1]([N:4]([C:5]1[CH:6]=[C:7]2[C:11](=[CH:12][CH:13]=1)[N:10]([C:14]([O:16][C:17]([CH3:18])([CH3:19])[CH3:20])=[O:15])[C:9]([C:21]([O:23][CH2:24][CH3:25])=[O:22])=[CH:8]2)[CH3:28])(=[O:3])[CH3:2]. The catalyst class is: 3.